Task: Regression. Given a target protein amino acid sequence and a drug SMILES string, predict the binding affinity score between them. We predict pKd (pKd = -log10(Kd in M); higher means stronger binding). Dataset: bindingdb_kd.. Dataset: Drug-target binding data from BindingDB using Kd measurements The small molecule is CC(C)C[C@@H]1CN[C@@H](CC(N)=O)C(=O)N[C@H](CCC(N)=O)C(=O)N[C@@H](Cc2c[nH]c3ccccc23)C(=O)N[C@H](Cc2ccccc2)C(=O)NCCC(=O)N1. The target protein (P79218) has sequence MGACDIVTEANISSDIDSNATGVTAFSMPGWQLALWATAYLALVLVAVVGNATVIWIILAHRRMRTVTNYFIVNLALADLCMATFNAAFNFVYASHNIWYFGRAFCYFQNLFPITAMFVSIYSMTAIAADRYMAIVHPFQPRLSGPGTKAVIAGIWLVALALAFPQCFYSTITMDQGATKCVVAWPEDSGGKMLLLYHLTVIALIYFLPLVVMFVAYSVIGFKLWRRTVPGHQTHGANLRHLRAKKKFVKTMVLVVVTFAVCWLPYHLYFLLGHFQDDIYCRKFIQQVYLVLFWLAMSSTMYNPIIYCCLNHRFRSGFRLAFRCCPWVTPTEEDKLELTHTPSLSVRVNRCHTKETLFLVGDVAPSEAANGQAGGPQDGGAYDF. The pKd is 6.2.